Dataset: Reaction yield outcomes from USPTO patents with 853,638 reactions. Task: Predict the reaction yield, written as a fraction of the theoretical maximum amount of product (1.0 means a 100% yield; for example, 0.34 means a 34% yield). (1) The reactants are Br[CH:2]1[CH2:6][CH2:5][N:4]([C:7]2[CH:12]=[CH:11][C:10]([O:13][CH2:14][CH2:15][N:16]3[CH2:20][CH2:19][CH2:18][CH2:17]3)=[C:9]([CH2:21][CH3:22])[CH:8]=2)[C:3]1=[O:23].C(=O)([O-])[O-].[Cs+].[Cs+].[I-].[K+].[C:32]1([C:39]2[CH:44]=[CH:43][CH:42]=[CH:41][CH:40]=2)[CH:37]=[CH:36][C:35]([OH:38])=[CH:34][CH:33]=1. The catalyst is C(#N)C. The product is [C:32]1([C:39]2[CH:44]=[CH:43][CH:42]=[CH:41][CH:40]=2)[CH:33]=[CH:34][C:35]([O:38][CH:2]2[CH2:6][CH2:5][N:4]([C:7]3[CH:12]=[CH:11][C:10]([O:13][CH2:14][CH2:15][N:16]4[CH2:20][CH2:19][CH2:18][CH2:17]4)=[C:9]([CH2:21][CH3:22])[CH:8]=3)[C:3]2=[O:23])=[CH:36][CH:37]=1. The yield is 0.129. (2) The reactants are [OH-].[Na+].[CH:3]12[CH2:12][CH:7]3[CH2:8][CH:9]([CH2:11][CH:5]([CH2:6]3)[CH:4]1[NH:13][C:14]([C:16]1[CH:17]=[N:18][N:19]([C:25]3[CH:34]=[CH:33][C:28]([C:29]([O:31]C)=[O:30])=[CH:27][CH:26]=3)[C:20]=1[C:21]([CH3:24])([CH3:23])[CH3:22])=[O:15])[CH2:10]2. The product is [CH:3]12[CH2:10][CH:9]3[CH2:8][CH:7]([CH2:6][CH:5]([CH2:11]3)[CH:4]1[NH:13][C:14]([C:16]1[CH:17]=[N:18][N:19]([C:25]3[CH:34]=[CH:33][C:28]([C:29]([OH:31])=[O:30])=[CH:27][CH:26]=3)[C:20]=1[C:21]([CH3:23])([CH3:24])[CH3:22])=[O:15])[CH2:12]2. The yield is 0.890. The catalyst is CO. (3) The reactants are CS[C:3]1[NH:4][CH:5]=[C:6]([CH2:10][C:11]2[CH:12]=[N:13][CH:14]=[N:15][CH:16]=2)[C:7](=[O:9])[N:8]=1.[CH3:17][NH:18][CH2:19][CH2:20][C:21]1[CH:26]=[CH:25][C:24]([O:27][C:28]2[CH:33]=[CH:32][CH:31]=[C:30]([C:34]([F:37])([F:36])[F:35])[CH:29]=2)=[CH:23][CH:22]=1. The catalyst is C(O)C. The product is [CH3:17][N:18]([CH2:19][CH2:20][C:21]1[CH:22]=[CH:23][C:24]([O:27][C:28]2[CH:33]=[CH:32][CH:31]=[C:30]([C:34]([F:35])([F:37])[F:36])[CH:29]=2)=[CH:25][CH:26]=1)[C:3]1[NH:4][CH:5]=[C:6]([CH2:10][C:11]2[CH:12]=[N:13][CH:14]=[N:15][CH:16]=2)[C:7](=[O:9])[N:8]=1. The yield is 0.540. (4) The reactants are [CH:1]1([NH:4][C:5]([NH:7][C:8]2[CH:13]=[CH:12][C:11]([C:14]3[N:15]=[C:16]([N:24]4[CH2:29][CH2:28][O:27][CH2:26][C@@H:25]4[CH3:30])[C:17]4[CH2:23][CH2:22][NH:21][CH2:20][C:18]=4[N:19]=3)=[C:10]([F:31])[CH:9]=2)=[O:6])[CH2:3][CH2:2]1.[CH:32]([N:35]=[C:36]=[O:37])([CH3:34])[CH3:33]. The catalyst is CN(C=O)C. The product is [CH:1]1([NH:4][C:5](=[O:6])[NH:7][C:8]2[CH:13]=[CH:12][C:11]([C:14]3[N:15]=[C:16]([N:24]4[CH2:29][CH2:28][O:27][CH2:26][C@@H:25]4[CH3:30])[C:17]4[CH2:23][CH2:22][N:21]([C:36]([NH:35][CH:32]([CH3:34])[CH3:33])=[O:37])[CH2:20][C:18]=4[N:19]=3)=[C:10]([F:31])[CH:9]=2)[CH2:2][CH2:3]1. The yield is 0.520.